From a dataset of CYP1A2 inhibition data for predicting drug metabolism from PubChem BioAssay. Regression/Classification. Given a drug SMILES string, predict its absorption, distribution, metabolism, or excretion properties. Task type varies by dataset: regression for continuous measurements (e.g., permeability, clearance, half-life) or binary classification for categorical outcomes (e.g., BBB penetration, CYP inhibition). Dataset: cyp1a2_veith. (1) The compound is COC(=O)C(C)Sc1ccc2nnc(-c3ccc(F)cc3)n2n1. The result is 1 (inhibitor). (2) The molecule is O=C(NCC1CC1)[C@H]1C[C@@H]1[C@H](NP(=O)(c1ccccc1)c1ccccc1)c1ccccc1. The result is 0 (non-inhibitor). (3) The molecule is N#C/C(=C\c1ccc(O)c(O)c1)C(=O)NCCc1ccccc1. The result is 1 (inhibitor). (4) The molecule is C[C@H]1COC(=O)C/C=C\[C@@H](C)COC(=O)[C@H](Cc2ccccc2)NC1=O. The result is 0 (non-inhibitor). (5) The compound is Cc1ccc(C(=O)NNC(=O)C2CCCN(c3ncccn3)C2)cc1. The result is 0 (non-inhibitor). (6) The compound is CC(C)CSC[C@@H]1O[C@H](n2cnc3c(N)nccc32)[C@H](O)[C@@H]1O. The result is 0 (non-inhibitor). (7) The compound is CCOC(=O)[C@H](N)/C=C(\C)CP(=O)(O)O. The result is 0 (non-inhibitor). (8) The compound is O=C(COc1ccc(F)cc1)Nc1nnc(-c2ccncc2)s1. The result is 1 (inhibitor). (9) The molecule is COn1c(SC(C)C)nc2ccccc2c1=O. The result is 1 (inhibitor). (10) The drug is COc1ccc(Oc2ncc3nc(CCc4ccccc4)c(=O)n(C[C@H]4CCCO4)c3n2)cc1. The result is 1 (inhibitor).